Task: Predict the reaction yield, written as a fraction of the theoretical maximum amount of product (1.0 means a 100% yield; for example, 0.34 means a 34% yield).. Dataset: Reaction yield outcomes from USPTO patents with 853,638 reactions (1) The reactants are [N:1]1([C:7]([O:9][C:10]([CH3:13])([CH3:12])[CH3:11])=[O:8])[CH2:6][CH2:5][NH:4][CH2:3][CH2:2]1.[Br:14][C:15]1[CH:22]=[CH:21][C:18]([CH:19]=O)=[C:17]([CH3:23])[CH:16]=1.C(N(CC)CC)C.C(O[BH-](OC(=O)C)OC(=O)C)(=O)C.[Na+]. The catalyst is O.ClCCl. The product is [Br:14][C:15]1[CH:22]=[CH:21][C:18]([CH2:19][N:4]2[CH2:5][CH2:6][N:1]([C:7]([O:9][C:10]([CH3:13])([CH3:12])[CH3:11])=[O:8])[CH2:2][CH2:3]2)=[C:17]([CH3:23])[CH:16]=1. The yield is 0.980. (2) The reactants are [C:1]([C:4]1[CH:5]=[N:6][C:7]2[C:12]([C:13]=1[NH:14][C:15]1[CH:16]=[CH:17][C:18]([N:21]3[CH2:25][CH2:24][CH:23]([N:26](C)[C:27](=O)OC(C)(C)C)[CH2:22]3)=[N:19][CH:20]=1)=[N:11][C:10]([C:35]1[CH:40]=[C:39]([Cl:41])[C:38]([OH:42])=[C:37]([Cl:43])[CH:36]=1)=[CH:9][CH:8]=2)(=[O:3])[CH3:2].C(O)(C(F)(F)F)=O. No catalyst specified. The product is [ClH:41].[ClH:41].[ClH:41].[Cl:41][C:39]1[CH:40]=[C:35]([C:10]2[N:11]=[C:12]3[C:7](=[CH:8][CH:9]=2)[N:6]=[CH:5][C:4]([C:1](=[O:3])[CH3:2])=[C:13]3[NH:14][C:15]2[CH:20]=[N:19][C:18]([N:21]3[CH2:25][CH2:24][CH:23]([NH:26][CH3:27])[CH2:22]3)=[CH:17][CH:16]=2)[CH:36]=[C:37]([Cl:43])[C:38]=1[OH:42]. The yield is 0.490.